Dataset: Forward reaction prediction with 1.9M reactions from USPTO patents (1976-2016). Task: Predict the product of the given reaction. (1) Given the reactants Cl[C:2]1[CH:3]=[CH:4][C:5]([N+:26]([O-:28])=[O:27])=[C:6]([CH:25]=1)[C:7]([NH:9][C:10]1[S:11][C:12]([C:15]2[CH:20]=[CH:19][CH:18]=[C:17]([C:21]([F:24])([F:23])[F:22])[CH:16]=2)=[CH:13][N:14]=1)=[O:8].[NH:29]1[CH2:34][CH2:33][CH2:32][CH2:31][CH2:30]1, predict the reaction product. The product is: [N+:26]([C:5]1[CH:4]=[CH:3][C:2]([N:29]2[CH2:34][CH2:33][CH2:32][CH2:31][CH2:30]2)=[CH:25][C:6]=1[C:7]([NH:9][C:10]1[S:11][C:12]([C:15]2[CH:20]=[CH:19][CH:18]=[C:17]([C:21]([F:24])([F:23])[F:22])[CH:16]=2)=[CH:13][N:14]=1)=[O:8])([O-:28])=[O:27]. (2) Given the reactants Cl[C:2]1[CH:7]=[C:6]([C:8]([F:11])([F:10])[F:9])[N:5]=[C:4]([S:12][CH3:13])[N:3]=1.[CH3:14][S:15][C:16]1[CH:21]=[CH:20][C:19](B(O)O)=[CH:18][CH:17]=1.C(=O)([O-])[O-].[Na+].[Na+], predict the reaction product. The product is: [CH3:13][S:12][C:4]1[N:3]=[C:2]([C:19]2[CH:20]=[CH:21][C:16]([S:15][CH3:14])=[CH:17][CH:18]=2)[CH:7]=[C:6]([C:8]([F:11])([F:10])[F:9])[N:5]=1. (3) Given the reactants [O:1]=[C:2]1[CH:11]=[CH:10][C:9]2[C:4](=[CH:5][CH:6]=[CH:7][CH:8]=2)[N:3]1[CH2:12][CH2:13][N:14]1[CH2:19][CH2:18][CH:17]([NH:20]C(=O)OC(C)(C)C)[CH2:16][CH2:15]1.Cl.O.Cl.O1CCOCC1, predict the reaction product. The product is: [NH2:20][CH:17]1[CH2:18][CH2:19][N:14]([CH2:13][CH2:12][N:3]2[C:4]3[C:9](=[CH:8][CH:7]=[CH:6][CH:5]=3)[CH:10]=[CH:11][C:2]2=[O:1])[CH2:15][CH2:16]1.